This data is from Full USPTO retrosynthesis dataset with 1.9M reactions from patents (1976-2016). The task is: Predict the reactants needed to synthesize the given product. (1) Given the product [Cl:9][C:6]1[C:7]([CH3:8])=[C:2]([CH:25]2[CH2:27][CH2:26]2)[C:3]([O:23][CH3:24])=[C:4]([CH:10]([N:12]2[C:16]3=[N:17][CH:18]=[N:19][C:20]([NH2:21])=[C:15]3[C:14]([CH3:22])=[N:13]2)[CH3:11])[CH:5]=1, predict the reactants needed to synthesize it. The reactants are: Br[C:2]1[C:3]([O:23][CH3:24])=[C:4]([CH:10]([N:12]2[C:16]3=[N:17][CH:18]=[N:19][C:20]([NH2:21])=[C:15]3[C:14]([CH3:22])=[N:13]2)[CH3:11])[CH:5]=[C:6]([Cl:9])[C:7]=1[CH3:8].[CH:25]1([B-](F)(F)F)[CH2:27][CH2:26]1.[K+].P([O-])([O-])([O-])=O.[K+].[K+].[K+].C1(C)C=CC=CC=1. (2) Given the product [NH2:15][C:10]1[O:11][CH2:12][C@H:13]([F:14])[C@:8]([C:6]2[CH:7]=[C:2]([NH:1][C:29]([C:26]3[CH:25]=[N:24][C:23]([O:22][CH2:21][CH:18]4[CH2:20][CH2:19]4)=[CH:28][N:27]=3)=[O:30])[CH:3]=[CH:4][C:5]=2[F:17])([CH3:16])[N:9]=1, predict the reactants needed to synthesize it. The reactants are: [NH2:1][C:2]1[CH:3]=[CH:4][C:5]([F:17])=[C:6]([C@:8]2([CH3:16])[C@@H:13]([F:14])[CH2:12][O:11][C:10]([NH2:15])=[N:9]2)[CH:7]=1.[CH:18]1([CH2:21][O:22][C:23]2[N:24]=[CH:25][C:26]([C:29](O)=[O:30])=[N:27][CH:28]=2)[CH2:20][CH2:19]1. (3) Given the product [C:27]([C:8]1[CH:7]=[N:6][N:5]2[CH:30]=[C:2]([N:33]3[CH2:34][CH2:35][C@H:36]([NH:37][C:38](=[O:44])[O:39][C:40]([CH3:41])([CH3:43])[CH3:42])[C:32]3=[O:31])[CH:3]=[C:4]2[C:9]=1[NH:10][C@@H:11]1[CH2:16][CH2:15][N:14]([C:17]2[CH:18]=[CH:19][C:20]([C:23]#[N:24])=[CH:21][CH:22]=2)[CH2:13][C:12]1([CH3:25])[CH3:26])(=[O:28])[NH2:29], predict the reactants needed to synthesize it. The reactants are: Br[C:2]1[CH:3]=[C:4]2[C:9]([NH:10][C@@H:11]3[CH2:16][CH2:15][N:14]([C:17]4[CH:22]=[CH:21][C:20]([C:23]#[N:24])=[CH:19][CH:18]=4)[CH2:13][C:12]3([CH3:26])[CH3:25])=[C:8]([C:27]([NH2:29])=[O:28])[CH:7]=[N:6][N:5]2[CH:30]=1.[O:31]=[C:32]1[C@@H:36]([NH:37][C:38](=[O:44])[O:39][C:40]([CH3:43])([CH3:42])[CH3:41])[CH2:35][CH2:34][NH:33]1.C(=O)([O-])[O-].[K+].[K+].CNCCNC. (4) Given the product [Br:13][CH2:8][C:6]1[N:7]=[C:3]([C:2]([F:11])([F:10])[F:1])[S:4][CH:5]=1, predict the reactants needed to synthesize it. The reactants are: [F:1][C:2]([F:11])([F:10])[C:3]1[S:4][CH:5]=[C:6]([CH2:8]O)[N:7]=1.P(Br)(Br)[Br:13]. (5) Given the product [CH3:2][C:3]1([CH3:5])[CH2:4][S:8][C:7]([NH:9][C:10]2[CH:15]=[CH:14][CH:13]=[CH:12][CH:11]=2)=[N:6]1, predict the reactants needed to synthesize it. The reactants are: O[CH2:2][C:3]([NH:6][C:7]([NH:9][C:10]1[CH:15]=[CH:14][CH:13]=[CH:12][CH:11]=1)=[S:8])([CH3:5])[CH3:4].[OH-].[Na+]. (6) Given the product [ClH:20].[NH2:1][CH2:4][CH2:5][C:6]1[CH:15]=[C:10]([C:11]([O:13][CH3:14])=[O:12])[CH:9]=[C:8]([CH:7]=1)[C:16]([O:18][CH3:19])=[O:17], predict the reactants needed to synthesize it. The reactants are: [N+:1]([CH:4]=[CH:5][C:6]1[CH:7]=[C:8]([C:16]([O:18][CH3:19])=[O:17])[CH:9]=[C:10]([CH:15]=1)[C:11]([O:13][CH3:14])=[O:12])([O-])=O.[ClH:20]. (7) The reactants are: Br[C:2]1[C:3](=[O:10])[N:4]([CH3:9])[CH:5]=[C:6]([Br:8])[CH:7]=1.[CH3:11][O:12][C:13](=[O:43])[C@H:14]([CH2:23][C:24]1[CH:29]=[CH:28][C:27]([Sn](CCCC)(CCCC)CCCC)=[CH:26][CH:25]=1)[NH:15][C:16]([O:18][C:19]([CH3:22])([CH3:21])[CH3:20])=[O:17]. Given the product [CH3:11][O:12][C:13](=[O:43])[C@H:14]([CH2:23][C:24]1[CH:25]=[CH:26][C:27]([C:2]2[C:3](=[O:10])[N:4]([CH3:9])[CH:5]=[C:6]([Br:8])[CH:7]=2)=[CH:28][CH:29]=1)[NH:15][C:16]([O:18][C:19]([CH3:22])([CH3:20])[CH3:21])=[O:17], predict the reactants needed to synthesize it.